Dataset: Reaction yield outcomes from USPTO patents with 853,638 reactions. Task: Predict the reaction yield, written as a fraction of the theoretical maximum amount of product (1.0 means a 100% yield; for example, 0.34 means a 34% yield). (1) The reactants are [C:1]1([C:7]2[CH:11]=[CH:10]N[C:8]=2[C:12]([O:14][CH3:15])=[O:13])[CH:6]=[CH:5][CH:4]=[CH:3][CH:2]=1.[H-].[Na+].NCl.[CH3:20][N:21](C=O)C. No catalyst specified. The product is [NH2:21][CH:20]1[C:8]([C:12]([O:14][CH3:15])=[O:13])=[C:7]([C:1]2[CH:6]=[CH:5][CH:4]=[CH:3][CH:2]=2)[CH:11]=[CH:10]1. The yield is 0.820. (2) The reactants are [CH3:1][O:2][CH:3]=P(C1C=CC=CC=1)(C1C=CC=CC=1)C1C=CC=CC=1.CC(C)([O-])C.[K+].[C:29]12([O:44][CH2:43][CH2:42][O:41]1)[C:38]1[C:33](=[CH:34][CH:35]=[CH:36][CH:37]=1)[CH2:32][C@@H:31]([CH:39]=O)[CH2:30]2. The catalyst is O1CCCC1. The product is [CH3:1][O:2][CH:3]=[CH:39][C@@H:31]1[CH2:32][C:33]2[C:38](=[CH:37][CH:36]=[CH:35][CH:34]=2)[C:29]2([O:44][CH2:43][CH2:42][O:41]2)[CH2:30]1. The yield is 0.780. (3) The reactants are [CH2:1]([C:3]1(CCC)[C:7]2[C:8]([CH3:23])=[CH:9][C:10]([CH3:22])=[C:11]([CH2:12][C:13]3[CH:18]=[CH:17][C:16]([CH:19]([CH3:21])[CH3:20])=[CH:15][CH:14]=3)[C:6]=2[O:5][CH2:4]1)[CH3:2].C([SiH](CC)CC)C.O. The catalyst is FC(F)(F)C(O)=O. The product is [CH2:1]([CH:3]1[C:7]2[C:8]([CH3:23])=[CH:9][C:10]([CH3:22])=[C:11]([CH2:12][C:13]3[CH:14]=[CH:15][C:16]([CH:19]([CH3:20])[CH3:21])=[CH:17][CH:18]=3)[C:6]=2[O:5][CH2:4]1)[CH3:2]. The yield is 0.990. (4) The reactants are Br[CH2:2][CH2:3][C:4]([O:6][CH3:7])=[O:5].CS(C)=O.O=C1O[C@H]([C@H](CO)O)C([O-])=C1O.[Na+].[CH2:25]([N:28]1[C:34](=[O:35])[C:33]2[CH:36]=[CH:37][CH:38]=[CH:39][C:32]=2[O:31][C:30]2[CH:40]=[CH:41][CH:42]=[CH:43][C:29]1=2)[C:26]#[CH:27].[N-:44]=[N+:45]=[N-:46].[Na+]. The catalyst is C(Cl)Cl.S([O-])([O-])(=O)=O.[Cu+2].C(OCC)(=O)C.O. The product is [O:35]=[C:34]1[C:33]2[CH:36]=[CH:37][CH:38]=[CH:39][C:32]=2[O:31][C:30]2[CH:40]=[CH:41][CH:42]=[CH:43][C:29]=2[N:28]1[CH2:25][C:26]1[N:44]=[N:45][N:46]([CH2:2][CH2:3][C:4]([O:6][CH3:7])=[O:5])[CH:27]=1. The yield is 0.310. (5) The reactants are [CH2:1]([O:8][C:9]1[CH:14]=[CH:13][C:12]([C:15](=[O:17])[CH3:16])=[CH:11][C:10]=1[O:18][CH3:19])[C:2]1[CH:7]=[CH:6][CH:5]=[CH:4][CH:3]=1.[N+:20]([O-])([OH:22])=[O:21].O. The catalyst is C(O)(=O)C. The product is [CH2:1]([O:8][C:9]1[C:10]([O:18][CH3:19])=[CH:11][C:12]([C:15](=[O:17])[CH3:16])=[C:13]([N+:20]([O-:22])=[O:21])[CH:14]=1)[C:2]1[CH:3]=[CH:4][CH:5]=[CH:6][CH:7]=1. The yield is 0.650. (6) The reactants are Cl[C:2]1[N:7]=[CH:6][N:5]=[C:4]([NH:8][C:9]2[CH:14]=[N:13][CH:12]=[CH:11][N:10]=2)[CH:3]=1.[NH:15]1[CH2:20][CH2:19][CH:18]([CH2:21][NH:22]C(=O)OC(C)(C)C)[CH2:17][CH2:16]1.C(N(CC)CC)C. The catalyst is CN1CCCC1=O. The product is [NH2:22][CH2:21][CH:18]1[CH2:19][CH2:20][N:15]([C:2]2[N:7]=[CH:6][N:5]=[C:4]([NH:8][C:9]3[CH:14]=[N:13][CH:12]=[CH:11][N:10]=3)[CH:3]=2)[CH2:16][CH2:17]1. The yield is 0.160.